This data is from Catalyst prediction with 721,799 reactions and 888 catalyst types from USPTO. The task is: Predict which catalyst facilitates the given reaction. (1) Reactant: [CH:1]1([CH2:4][N:5]2[C:14](=[O:15])[CH:13]([CH2:16][CH3:17])[C:12]3[C:7](=[CH:8][C:9]([N+:18]([O-])=O)=[CH:10][CH:11]=3)[C:6]2=[O:21])[CH2:3][CH2:2]1.[H][H].[CH3:24]O. Product: [NH2:18][C:9]1[CH:8]=[C:7]2[C:12]([CH:13]([CH2:16][CH3:17])[CH:14]([O:15][CH3:24])[N:5]([CH2:4][CH:1]3[CH2:3][CH2:2]3)[C:6]2=[O:21])=[CH:11][CH:10]=1. The catalyst class is: 45. (2) Reactant: [F:1][C:2]1[C:3]([O:33]CC2C=CC=CC=2)=[C:4]([C:8]2[N:13]([CH2:14][CH2:15][C:16]3[CH:21]=[CH:20][CH:19]=[CH:18][CH:17]=3)[C:12](=[O:22])[C:11]([C:23]3[S:24][C:25]4[CH2:31][CH2:30][CH2:29][CH2:28][C:26]=4[N:27]=3)=[C:10]([CH3:32])[N:9]=2)[CH:5]=[CH:6][CH:7]=1.Br. Product: [F:1][C:2]1[C:3]([OH:33])=[C:4]([C:8]2[N:13]([CH2:14][CH2:15][C:16]3[CH:17]=[CH:18][CH:19]=[CH:20][CH:21]=3)[C:12](=[O:22])[C:11]([C:23]3[S:24][C:25]4[CH2:31][CH2:30][CH2:29][CH2:28][C:26]=4[N:27]=3)=[C:10]([CH3:32])[N:9]=2)[CH:5]=[CH:6][CH:7]=1. The catalyst class is: 2. (3) Reactant: C([O:4][C:5]1[CH:14]=[C:13]2[C:8]([CH:9]=[C:10]([CH:16]=[O:17])[C:11](Cl)=[N:12]2)=[CH:7][CH:6]=1)(=O)C.CCN(CC)CC.C(O)=O.O. Product: [OH:4][C:5]1[CH:14]=[C:13]2[C:8]([CH:9]=[C:10]([CH:16]=[O:17])[CH:11]=[N:12]2)=[CH:7][CH:6]=1. The catalyst class is: 128. (4) Reactant: [CH3:1][N:2]1[C:7]2[CH:8]=[C:9]([CH2:12][C:13]([C:15]3[CH:20]=[CH:19][CH:18]=[C:17]([CH3:21])[N:16]=3)=O)[CH:10]=[CH:11][C:6]=2[O:5][CH2:4][C:3]1=[O:22].[NH+]1C=CC=CC=1.[NH2:29][C:30]([NH2:32])=[S:31]. Product: [CH3:1][N:2]1[C:7]2[CH:8]=[C:9]([C:12]3[S:31][C:30]([NH2:32])=[N:29][C:13]=3[C:15]3[CH:20]=[CH:19][CH:18]=[C:17]([CH3:21])[N:16]=3)[CH:10]=[CH:11][C:6]=2[O:5][CH2:4][C:3]1=[O:22]. The catalyst class is: 2. (5) Reactant: Cl.[N+:2]([C:5]1[CH:6]=[C:7]([CH:10]=[CH:11][CH:12]=1)[CH2:8][NH2:9])([O-:4])=[O:3].[OH-].[Na+]. The catalyst class is: 22. Product: [N+:2]([C:5]1[CH:6]=[C:7]([CH:10]=[CH:11][CH:12]=1)[CH2:8][N:9]([CH2:8][CH2:7][CH3:10])[CH2:12][CH2:5][CH3:6])([O-:4])=[O:3]. (6) Reactant: [NH2:1][C:2]1[N:3]=[CH:4][C:5]([C:18]2[CH2:19][CH2:20][N:21](C(OC(C)(C)C)=O)[CH2:22][CH:23]=2)=[N:6][C:7]=1[C:8]1[NH:12][C:11]2[CH:13]=[C:14]([CH3:17])[CH:15]=[CH:16][C:10]=2[N:9]=1.C(O)(C(F)(F)F)=O. Product: [CH3:17][C:14]1[CH:15]=[CH:16][C:10]2[N:9]=[C:8]([C:7]3[C:2]([NH2:1])=[N:3][CH:4]=[C:5]([C:18]4[CH2:19][CH2:20][NH:21][CH2:22][CH:23]=4)[N:6]=3)[NH:12][C:11]=2[CH:13]=1. The catalyst class is: 2. (7) Product: [C:13]1([C:3]2([N:2]([CH3:15])[CH3:1])[CH2:12][CH2:11][C:6]3([O:10][CH2:9][CH2:8][O:7]3)[CH2:5][CH2:4]2)[CH2:5][CH2:4][CH2:3][CH:12]=1. Reactant: [CH3:1][N:2]([CH3:15])[C:3]1([C:13]#N)[CH2:12][CH2:11][C:6]2([O:10][CH2:9][CH2:8][O:7]2)[CH2:5][CH2:4]1.[Br-].[Cl-].[NH4+].[OH-].[Na+]. The catalyst class is: 30. (8) Reactant: C(Cl)(=O)C(Cl)=O.CS(C)=O.[OH:11][C@@H:12]1[CH2:17][CH2:16][CH2:15][N:14]2[C:18](=[O:31])[N:19]([C:21]3[CH:28]=[CH:27][C:24]([C:25]#[N:26])=[C:23]([Cl:29])[C:22]=3[CH3:30])[CH2:20][C@H:13]12.C(N(CC)CC)C. Product: [O:31]=[C:18]1[N:14]2[CH2:15][CH2:16][CH2:17][C:12](=[O:11])[C@H:13]2[CH2:20][N:19]1[C:21]1[CH:28]=[CH:27][C:24]([C:25]#[N:26])=[C:23]([Cl:29])[C:22]=1[CH3:30]. The catalyst class is: 2.